From a dataset of Catalyst prediction with 721,799 reactions and 888 catalyst types from USPTO. Predict which catalyst facilitates the given reaction. (1) The catalyst class is: 103. Reactant: [F:1][C:2]1[CH:7]=[CH:6][CH:5]=[C:4]([F:8])[C:3]=1[CH:9]1[CH2:14][O:13][C:12]2[CH:15]=[C:16](B3OC(C)(C)C(C)(C)O3)[CH:17]=[CH:18][C:11]=2[NH:10]1.FC(F)(F)S(O[C:34]1[N:35]=[C:36]([C:40]2[CH:45]=[N:44][CH:43]=[CH:42][N:41]=2)[S:37][C:38]=1[CH3:39])(=O)=O.C(=O)([O-])[O-].[K+].[K+].O1CCOCC1. Product: [F:8][C:4]1[CH:5]=[CH:6][CH:7]=[C:2]([F:1])[C:3]=1[CH:9]1[CH2:14][O:13][C:12]2[CH:15]=[C:16]([C:34]3[N:35]=[C:36]([C:40]4[CH:45]=[N:44][CH:43]=[CH:42][N:41]=4)[S:37][C:38]=3[CH3:39])[CH:17]=[CH:18][C:11]=2[NH:10]1. (2) Reactant: [H-].[Al+3].[Li+].[H-].[H-].[H-].CON(C)[C:10]([C:12]1[N:13]([C:18]2[CH:23]=[CH:22][C:21]([CH3:24])=[CH:20][CH:19]=2)[C:14]([SH:17])=[N:15][CH:16]=1)=[O:11]. Product: [SH:17][C:14]1[N:13]([C:18]2[CH:19]=[CH:20][C:21]([CH3:24])=[CH:22][CH:23]=2)[C:12]([CH:10]=[O:11])=[CH:16][N:15]=1. The catalyst class is: 7. (3) Reactant: [CH3:1][C@:2]12[C@H:54]3[CH2:55][C@H:52]([C:53]3([CH3:57])[CH3:56])[CH2:51][C@H:3]1[O:4][B:5]([CH:7]([NH:12][C:13]([C@H:15]1[N:19]3[C:20](=[O:46])[C:21]([N:24]([CH2:35][C:36]4[CH:41]=[CH:40][CH:39]=[C:38]([C:42]([F:45])([F:44])[F:43])[CH:37]=4)C(=O)OCC4C=CC=CC=4)=[CH:22][N:23]=[C:18]3[C@@:17]([N:48]=[N+]=[N-])([CH3:47])[CH2:16]1)=[O:14])[CH2:8][CH:9]([F:11])[F:10])[O:6]2. Product: [CH3:1][C@:2]12[C@H:54]3[CH2:55][C@H:52]([C:53]3([CH3:57])[CH3:56])[CH2:51][C@H:3]1[O:4][B:5]([CH:7]([NH:12][C:13]([C@H:15]1[N:19]3[C:20](=[O:46])[C:21]([NH:24][CH2:35][C:36]4[CH:41]=[CH:40][CH:39]=[C:38]([C:42]([F:43])([F:44])[F:45])[CH:37]=4)=[CH:22][N:23]=[C:18]3[C@@:17]([NH2:48])([CH3:47])[CH2:16]1)=[O:14])[CH2:8][CH:9]([F:10])[F:11])[O:6]2. The catalyst class is: 19. (4) Reactant: [CH3:1][C:2]1[CH:10]=[CH:9][C:8]2[NH:7][C:6]3[CH2:11][CH2:12][N:13]([C:15]4[CH:20]=[CH:19][C:18]([N+:21]([O-:23])=[O:22])=[CH:17][CH:16]=4)[CH2:14][C:5]=3[C:4]=2[CH:3]=1.[CH3:24][C:25]1[CH:30]=[CH:29][C:28]([CH:31]=[CH2:32])=[CH:27][N:26]=1.[OH-].[K+]. Product: [CH3:1][C:2]1[CH:10]=[CH:9][C:8]2[N:7]([CH2:32][CH2:31][C:28]3[CH:27]=[N:26][C:25]([CH3:24])=[CH:30][CH:29]=3)[C:6]3[CH2:11][CH2:12][N:13]([C:15]4[CH:16]=[CH:17][C:18]([N+:21]([O-:23])=[O:22])=[CH:19][CH:20]=4)[CH2:14][C:5]=3[C:4]=2[CH:3]=1. The catalyst class is: 37. (5) Reactant: [CH3:1][C:2]([CH3:31])([CH2:5][CH2:6][CH2:7][CH2:8][O:9][C:10]1[CH:11]=[CH:12][C:13]2[N:17]=[C:16]([C:18]3[CH:23]=[CH:22][CH:21]=[CH:20][CH:19]=3)[N:15]([C:24]3[CH:29]=[CH:28][CH:27]=[CH:26][CH:25]=3)[C:14]=2[CH:30]=1)[C:3]#[N:4].[OH-:32].[Na+]. The catalyst class is: 65. Product: [CH3:1][C:2]([CH3:31])([CH2:5][CH2:6][CH2:7][CH2:8][O:9][C:10]1[CH:11]=[CH:12][C:13]2[N:17]=[C:16]([C:18]3[CH:19]=[CH:20][CH:21]=[CH:22][CH:23]=3)[N:15]([C:24]3[CH:25]=[CH:26][CH:27]=[CH:28][CH:29]=3)[C:14]=2[CH:30]=1)[C:3]([NH2:4])=[O:32]. (6) Reactant: B.O1CCCC1.Cl.C([C:11]1([CH2:24][C:25]([O:27][CH2:28]C)=[O:26])[CH2:16][CH2:15][N:14]([CH2:17][C:18]2[CH:23]=[CH:22][CH:21]=[CH:20][CH:19]=2)[CH2:13][CH2:12]1)(O)=O.CO. Product: [C:18]1([CH2:17][N:14]2[CH2:13][CH2:12][C:11]3([CH2:28][O:27][C:25](=[O:26])[CH2:24]3)[CH2:16][CH2:15]2)[CH:19]=[CH:20][CH:21]=[CH:22][CH:23]=1. The catalyst class is: 7. (7) Reactant: Cl[C:2]1[N:7]=[C:6]([NH:8][C:9]2[CH:20]=[CH:19][CH:18]=[CH:17][C:10]=2[C:11]([NH:13][CH:14]([CH3:16])[CH3:15])=[O:12])[C:5]([F:21])=[CH:4][N:3]=1.[NH2:22][C:23]1[CH:24]=[C:25]([N:29]2[CH2:34][C@@H:33]([CH3:35])[N:32](C(=O)C(F)(F)F)[CH2:31][C:30]2=[O:42])[CH:26]=[CH:27][CH:28]=1. Product: [F:21][C:5]1[C:6]([NH:8][C:9]2[CH:20]=[CH:19][CH:18]=[CH:17][C:10]=2[C:11]([NH:13][CH:14]([CH3:16])[CH3:15])=[O:12])=[N:7][C:2]([NH:22][C:23]2[CH:28]=[CH:27][CH:26]=[C:25]([N:29]3[CH2:34][C@@H:33]([CH3:35])[NH:32][CH2:31][C:30]3=[O:42])[CH:24]=2)=[N:3][CH:4]=1. The catalyst class is: 33. (8) Reactant: [F:1][C:2]1[CH:7]=[CH:6][C:5]([CH2:8][C:9]([OH:11])=O)=[CH:4][CH:3]=1.C(Cl)(=O)C([Cl:15])=O.CN(C=O)C. Product: [F:1][C:2]1[CH:7]=[CH:6][C:5]([CH2:8][C:9]([Cl:15])=[O:11])=[CH:4][CH:3]=1. The catalyst class is: 2.